This data is from HIV replication inhibition screening data with 41,000+ compounds from the AIDS Antiviral Screen. The task is: Binary Classification. Given a drug SMILES string, predict its activity (active/inactive) in a high-throughput screening assay against a specified biological target. The molecule is COC(=O)C(N)CSCc1ccccc1. The result is 0 (inactive).